Regression. Given a peptide amino acid sequence and an MHC pseudo amino acid sequence, predict their binding affinity value. This is MHC class I binding data. From a dataset of Peptide-MHC class I binding affinity with 185,985 pairs from IEDB/IMGT. (1) The peptide sequence is FQPWNGQFI. The MHC is H-2-Kb with pseudo-sequence H-2-Kb. The binding affinity (normalized) is 0.0352. (2) The peptide sequence is FTQTAGPWHL. The MHC is HLA-A01:01 with pseudo-sequence HLA-A01:01. The binding affinity (normalized) is 0.0696. (3) The peptide sequence is GEENFSSRMY. The MHC is HLA-B40:01 with pseudo-sequence HLA-B40:01. The binding affinity (normalized) is 0.164. (4) The peptide sequence is ILHVDNHIGI. The MHC is HLA-A02:02 with pseudo-sequence HLA-A02:02. The binding affinity (normalized) is 0.767. (5) The peptide sequence is GEYRSGNNL. The binding affinity (normalized) is 0.0847. The MHC is HLA-A69:01 with pseudo-sequence HLA-A69:01. (6) The peptide sequence is GERKKLRPRW. The MHC is HLA-B44:02 with pseudo-sequence HLA-B44:02. The binding affinity (normalized) is 0.409.